This data is from NCI-60 drug combinations with 297,098 pairs across 59 cell lines. The task is: Regression. Given two drug SMILES strings and cell line genomic features, predict the synergy score measuring deviation from expected non-interaction effect. (1) Drug 1: CC1=C2C(C(=O)C3(C(CC4C(C3C(C(C2(C)C)(CC1OC(=O)C(C(C5=CC=CC=C5)NC(=O)OC(C)(C)C)O)O)OC(=O)C6=CC=CC=C6)(CO4)OC(=O)C)OC)C)OC. Drug 2: CC(C)CN1C=NC2=C1C3=CC=CC=C3N=C2N. Cell line: ACHN. Synergy scores: CSS=27.2, Synergy_ZIP=-0.0000410, Synergy_Bliss=-2.06, Synergy_Loewe=-24.1, Synergy_HSA=-1.42. (2) Drug 1: CS(=O)(=O)C1=CC(=C(C=C1)C(=O)NC2=CC(=C(C=C2)Cl)C3=CC=CC=N3)Cl. Drug 2: CC=C1C(=O)NC(C(=O)OC2CC(=O)NC(C(=O)NC(CSSCCC=C2)C(=O)N1)C(C)C)C(C)C. Cell line: 786-0. Synergy scores: CSS=26.7, Synergy_ZIP=-5.67, Synergy_Bliss=-2.24, Synergy_Loewe=-4.88, Synergy_HSA=-0.148. (3) Drug 1: CC1CCC2CC(C(=CC=CC=CC(CC(C(=O)C(C(C(=CC(C(=O)CC(OC(=O)C3CCCCN3C(=O)C(=O)C1(O2)O)C(C)CC4CCC(C(C4)OC)O)C)C)O)OC)C)C)C)OC. Drug 2: CC1=C(C(=CC=C1)Cl)NC(=O)C2=CN=C(S2)NC3=CC(=NC(=N3)C)N4CCN(CC4)CCO. Cell line: OVCAR3. Synergy scores: CSS=6.26, Synergy_ZIP=2.35, Synergy_Bliss=1.70, Synergy_Loewe=-1.11, Synergy_HSA=0.131.